This data is from Catalyst prediction with 721,799 reactions and 888 catalyst types from USPTO. The task is: Predict which catalyst facilitates the given reaction. (1) Reactant: [F:1][C:2]1[CH:7]=[CH:6][C:5]([N:8]2[C:12]([C:13]([OH:15])=[O:14])=[CH:11][N:10]=[C:9]2C2C(F)=CC=C(F)C=2F)=[CH:4][CH:3]=1.FC1C=CC(N2C(C=O)=CN=[C:33]2[C:39](C)([CH3:50])[CH2:40][C:41]2[C:46]([F:47])=[CH:45][CH:44]=[C:43]([F:48])[C:42]=2[F:49])=CC=1.CC(=CC)C.Cl([O-])=O.[Na+].OP([O-])(O)=O.[Na+]. Product: [F:1][C:2]1[CH:7]=[CH:6][C:5]([N:8]2[C:12]([C:13]([OH:15])=[O:14])=[CH:11][N:10]=[C:9]2[C:39]([CH3:50])([CH3:33])[CH2:40][C:41]2[C:46]([F:47])=[CH:45][CH:44]=[C:43]([F:48])[C:42]=2[F:49])=[CH:4][CH:3]=1. The catalyst class is: 878. (2) Reactant: [CH3:1][C:2]1([C:7]([OH:9])=[O:8])[CH2:6][CH2:5][NH:4][CH2:3]1.[CH3:10][Si](Cl)(C)C. Product: [CH3:10][O:8][C:7]([C:2]1([CH3:1])[CH2:6][CH2:5][NH:4][CH2:3]1)=[O:9]. The catalyst class is: 5.